This data is from Reaction yield outcomes from USPTO patents with 853,638 reactions. The task is: Predict the reaction yield, written as a fraction of the theoretical maximum amount of product (1.0 means a 100% yield; for example, 0.34 means a 34% yield). (1) The yield is 0.430. The catalyst is CC(C)=O. The reactants are [Cl:1][C:2]1[CH:14]=[CH:13][C:5]2[C:6](=[O:12])[NH:7][C:8](=O)[CH2:9][O:10][C:4]=2[CH:3]=1.C(=O)([O-])[O-].[K+].[K+].Br[CH2:22][CH2:23][CH2:24][CH2:25][Cl:26].C(N(CC)C1C=CC=CC=1)C.P(Cl)(Cl)([Cl:40])=O. The product is [Cl:26][CH2:25][CH2:24][CH2:23][CH2:22][N:7]1[C:6](=[O:12])[C:5]2[CH:13]=[CH:14][C:2]([Cl:1])=[CH:3][C:4]=2[O:10][CH:9]=[C:8]1[Cl:40]. (2) The reactants are [NH2:1][C:2]1[CH:31]=[CH:30][C:5]([O:6][C:7]2[CH:12]=[CH:11][N:10]=[C:9]3[CH:13]=[C:14]([C:16]4[N:21]=[CH:20][C:19]([CH2:22][N:23]5[C:27](=[O:28])[CH2:26][CH2:25][C:24]5=[O:29])=[CH:18][CH:17]=4)[S:15][C:8]=23)=[C:4]([F:32])[CH:3]=1.ClC(Cl)(O[C:37](=[O:43])OC(Cl)(Cl)Cl)Cl.[CH:45]1([NH2:48])[CH2:47][CH2:46]1. The catalyst is C1COCC1.CCOC(C)=O. The product is [CH:45]1([NH:48][C:37]([NH:1][C:2]2[CH:31]=[CH:30][C:5]([O:6][C:7]3[CH:12]=[CH:11][N:10]=[C:9]4[CH:13]=[C:14]([C:16]5[CH:17]=[CH:18][C:19]([CH2:22][N:23]6[C:24](=[O:29])[CH2:25][CH2:26][C:27]6=[O:28])=[CH:20][N:21]=5)[S:15][C:8]=34)=[C:4]([F:32])[CH:3]=2)=[O:43])[CH2:47][CH2:46]1. The yield is 0.170. (3) The reactants are Br[C:2]1[CH:3]=[C:4]([O:8][CH3:9])[CH:5]=[CH:6][CH:7]=1.[B:10](OC(C)C)([O:15]C(C)C)[O:11]C(C)C. No catalyst specified. The product is [CH3:9][O:8][C:4]1[CH:3]=[C:2]([B:10]([OH:15])[OH:11])[CH:7]=[CH:6][CH:5]=1. The yield is 0.820. (4) The reactants are Cl[C:2]1[CH:3]=[C:4]([NH:10][C:11]2[CH:16]=[CH:15][C:14]([N:17]3[CH2:22][CH2:21][N:20]([CH:23]([CH3:25])[CH3:24])[CH2:19][CH2:18]3)=[CH:13][N:12]=2)[C:5](=[O:9])[N:6]([CH3:8])[N:7]=1.[C:26]([O:29][CH2:30][C:31]1[C:36](B2OC(C)(C)C(C)(C)O2)=[CH:35][CH:34]=[CH:33][C:32]=1[N:46]1[N:55]=[CH:54][C:53]2[C:48](=[C:49]([F:60])[CH:50]=[C:51]([C:56]([CH3:59])([CH3:58])[CH3:57])[CH:52]=2)[C:47]1=[O:61])(=[O:28])[CH3:27].[O-]P([O-])([O-])=O.[K+].[K+].[K+].CC(C1C=C(C(C)C)C(C2C=CC=CC=2P(C2CCCCC2)C2CCCCC2)=C(C(C)C)C=1)C. The catalyst is O1CCOCC1.O.C1C=CC(/C=C/C(/C=C/C2C=CC=CC=2)=O)=CC=1.C1C=CC(/C=C/C(/C=C/C2C=CC=CC=2)=O)=CC=1.C1C=CC(/C=C/C(/C=C/C2C=CC=CC=2)=O)=CC=1.[Pd].[Pd]. The product is [C:26]([O:29][CH2:30][C:31]1[C:36]([C:2]2[CH:3]=[C:4]([NH:10][C:11]3[CH:16]=[CH:15][C:14]([N:17]4[CH2:22][CH2:21][N:20]([CH:23]([CH3:25])[CH3:24])[CH2:19][CH2:18]4)=[CH:13][N:12]=3)[C:5](=[O:9])[N:6]([CH3:8])[N:7]=2)=[CH:35][CH:34]=[CH:33][C:32]=1[N:46]1[N:55]=[CH:54][C:53]2[C:48](=[C:49]([F:60])[CH:50]=[C:51]([C:56]([CH3:58])([CH3:57])[CH3:59])[CH:52]=2)[C:47]1=[O:61])(=[O:28])[CH3:27]. The yield is 0.780. (5) The reactants are [CH2:1]([C:3](=[CH:6][CH2:7][C:8]1[C:9]([O:21][CH2:22][CH2:23][Si:24]([CH3:27])([CH3:26])[CH3:25])=[C:10]2[C:14](=[C:15]([CH3:19])[C:16]=1[CH2:17][CH3:18])[CH2:13][O:12][C:11]2=[O:20])[CH:4]=O)[CH3:2].C(O)(=O)C(O)=O.[CH2:34]([O:36][P:37]([CH2:42][CH2:43][NH2:44])(=[O:41])[O:38][CH2:39][CH3:40])[CH3:35].C(O)(=O)C.C(O[BH-](OC(=O)C)OC(=O)C)(=O)C.[Na+]. The catalyst is CN(C=O)C. The product is [CH2:39]([O:38][P:37]([CH2:42][CH2:43][NH:44][CH2:4][C:3]([CH2:1][CH3:2])=[CH:6][CH2:7][C:8]1[C:9]([O:21][CH2:22][CH2:23][Si:24]([CH3:25])([CH3:27])[CH3:26])=[C:10]2[C:14](=[C:15]([CH3:19])[C:16]=1[CH2:17][CH3:18])[CH2:13][O:12][C:11]2=[O:20])(=[O:41])[O:36][CH2:34][CH3:35])[CH3:40]. The yield is 0.650. (6) The reactants are [N-:1]=[N+:2]=[N-:3].[Na+].[F:5][C:6]1[CH:7]=[C:8]([N:19]2[CH:23]=[C:22]([CH2:24]OS(C)(=O)=O)[N:21]=[N:20]2)[CH:9]=[C:10]([F:18])[C:11]=1[N:12]1[CH2:17][CH2:16][S:15][CH2:14][CH2:13]1. The catalyst is CN(C=O)C.C(OCC)(=O)C. The product is [F:5][C:6]1[CH:7]=[C:8]([N:19]2[CH:23]=[C:22]([CH2:24][N:1]=[N+:2]=[N-:3])[N:21]=[N:20]2)[CH:9]=[C:10]([F:18])[C:11]=1[N:12]1[CH2:17][CH2:16][S:15][CH2:14][CH2:13]1. The yield is 0.450. (7) The product is [Br:1][CH2:10][C:11]1[CH:12]=[C:13]([C:21]2[CH:26]=[CH:25][C:24]([C:27]#[N:28])=[CH:23][CH:22]=2)[CH:14]=[C:15]([C:17]([F:20])([F:19])[F:18])[CH:16]=1. The catalyst is C1COCC1. The reactants are [Br:1]N1C(=O)CCC1=O.O[CH2:10][C:11]1[CH:12]=[C:13]([C:21]2[CH:26]=[CH:25][C:24]([C:27]#[N:28])=[CH:23][CH:22]=2)[CH:14]=[C:15]([C:17]([F:20])([F:19])[F:18])[CH:16]=1.C1(P(C2C=CC=CC=2)C2C=CC=CC=2)C=CC=CC=1. The yield is 0.640. (8) The reactants are C(O[C:6]([N:8]1[CH2:13][CH2:12][CH:11]([O:14][C:15]2[C:19]3[CH:20]=[CH:21][CH:22]=[CH:23][C:18]=3[O:17][N:16]=2)[CH2:10][CH2:9]1)=O)(C)(C)C.FC(F)(F)C(O)=O.[O:31]1C[CH:32]1[CH2:34][N:35]1[C:43]2[CH2:42][CH2:41][N:40]([C:44](=[O:46])[CH3:45])[CH2:39][C:38]=2[C:37]([C:47]2[CH:52]=[CH:51][C:50]([C:53]([F:56])([F:55])[F:54])=[CH:49][CH:48]=2)=[N:36]1. The catalyst is C(Cl)Cl. The product is [O:17]1[C:18]2[CH:23]=[CH:22][CH:21]=[CH:20][C:19]=2[C:15]([O:14][CH:11]2[CH2:10][CH2:9][N:8]([CH2:6][CH:32]([OH:31])[CH2:34][N:35]3[C:43]4[CH2:42][CH2:41][N:40]([C:44](=[O:46])[CH3:45])[CH2:39][C:38]=4[C:37]([C:47]4[CH:52]=[CH:51][C:50]([C:53]([F:56])([F:55])[F:54])=[CH:49][CH:48]=4)=[N:36]3)[CH2:13][CH2:12]2)=[N:16]1. The yield is 0.680.